This data is from Catalyst prediction with 721,799 reactions and 888 catalyst types from USPTO. The task is: Predict which catalyst facilitates the given reaction. (1) Reactant: Cl.[CH3:2][CH:3]([CH3:7])[C:4](=[NH:6])[NH2:5].[Cl:8][C:9](Cl)(Cl)[S:10](Cl)(=O)=O.[OH-].[Na+]. Product: [Cl:8][C:9]1[S:10][N:5]=[C:4]([CH:3]([CH3:7])[CH3:2])[N:6]=1. The catalyst class is: 2. (2) Reactant: C[Si]([N-][Si](C)(C)C)(C)C.[Li+].F[C:12]1[CH:17]=[C:16]([O:18][CH3:19])[CH:15]=[CH:14][C:13]=1[C:20]1[NH:29][C:28](=[O:30])[C:27]2[C:22](=[CH:23][C:24]([O:33][CH3:34])=[CH:25][C:26]=2[O:31][CH3:32])[N:21]=1.[CH3:35][N:36]1[CH2:41][CH2:40][N:39]([CH2:42][CH2:43][NH2:44])[CH2:38][CH2:37]1. Product: [CH3:32][O:31][C:26]1[CH:25]=[C:24]([O:33][CH3:34])[CH:23]=[C:22]2[C:27]=1[C:28](=[O:30])[NH:29][C:20]([C:13]1[CH:14]=[CH:15][C:16]([O:18][CH3:19])=[CH:17][C:12]=1[NH:44][CH2:43][CH2:42][N:39]1[CH2:40][CH2:41][N:36]([CH3:35])[CH2:37][CH2:38]1)=[N:21]2. The catalyst class is: 598. (3) Reactant: [C:1]([N:5]1[CH2:27][CH2:26][CH2:25][CH2:24][C:8]2[C:9]([Br:23])=[C:10]3[C:19]4[CH:18]=[C:17](Br)[C:16]([O:21][CH3:22])=[CH:15][C:14]=4[CH2:13][CH2:12][N:11]3[C:7]=2[C:6]1=[O:28])([CH3:4])([CH3:3])[CH3:2].[N:29]1[CH:34]=[CH:33][CH:32]=[C:31](B(O)O)[CH:30]=1.C([O-])([O-])=O.[K+].[K+].COCCOC. Product: [C:1]([N:5]1[CH2:27][CH2:26][CH2:25][CH2:24][C:8]2[C:9]([Br:23])=[C:10]3[C:19]4[CH:18]=[C:17]([C:31]5[CH:30]=[N:29][CH:34]=[CH:33][CH:32]=5)[C:16]([O:21][CH3:22])=[CH:15][C:14]=4[CH2:13][CH2:12][N:11]3[C:7]=2[C:6]1=[O:28])([CH3:2])([CH3:3])[CH3:4]. The catalyst class is: 6.